Dataset: Peptide-MHC class I binding affinity with 185,985 pairs from IEDB/IMGT. Task: Regression. Given a peptide amino acid sequence and an MHC pseudo amino acid sequence, predict their binding affinity value. This is MHC class I binding data. (1) The peptide sequence is HQAIISDVL. The MHC is HLA-A02:19 with pseudo-sequence HLA-A02:19. The binding affinity (normalized) is 0.0847. (2) The peptide sequence is RLGAVILFV. The MHC is HLA-A02:01 with pseudo-sequence HLA-A02:01. The binding affinity (normalized) is 0.770.